From a dataset of Experimentally validated miRNA-target interactions with 360,000+ pairs, plus equal number of negative samples. Binary Classification. Given a miRNA mature sequence and a target amino acid sequence, predict their likelihood of interaction. (1) The miRNA is hsa-miR-3689c with sequence CUGGGAGGUGUGAUAUUGUGGU. The protein sequence of the target gene is MMKFRFRRQGADPQREKLKQELFAFNKTVEHGFPNQPSALAFDPELRIMAIGTRSGAVKIYGAPGVEFTGLHRDAATVTQMHFLTGQGRLLSLLDDSSLHLWEIVHHNGCAHLEEALSFQLPSRPGFDGASAPLSLTRVTVVLLVAASDIAALGTEGSSVFFLDVTTLTLLEGQTLAPGEVLRSVPDDYRCGKALGPVESLQGHLRDPTKILIGYSRGLLVIWNQASQCVDHIFLGNQQLESLCWGRDSSTVVSSHSDGSYAVWSVDAGSFPTLQPTVATTPYGPFPCKAINKILWRNCE.... Result: 1 (interaction). (2) The miRNA is cel-miR-2-3p with sequence UAUCACAGCCAGCUUUGAUGUGC. The protein sequence of the target gene is MVLKVFFPTCCASADSGLLVGRWVPGQSSAVILAVVHFPFIPIQVKELLAQVQKASQVPVAVLGTWCHRQQEPQESLGNFLEGLGTIFSHDPWLQLCRERGTRLWSCKATYPQMSNPLDMHPEEQVMLIFYDQRKLLLSWLHPPPVLPACQMGDTTASTGGLADIFDTVARSEVLFRNDQFDERPVRLSHWQSEGVEASILVELAKRASGPVCLLLASLLSLISAASACRLWKLWPLSFIRSKLSTCEQLHHRLKHLSFIFSTEKAQNPMQLMRKANMLVSVLLDVALGLLLLSWLHSNN.... Result: 0 (no interaction).